This data is from Full USPTO retrosynthesis dataset with 1.9M reactions from patents (1976-2016). The task is: Predict the reactants needed to synthesize the given product. (1) Given the product [C:2]([C:4]1[C:13]2[C:8](=[CH:9][CH:10]=[CH:11][CH:12]=2)[C:7]([C:14]([NH:16][CH:17]2[CH2:22][CH2:21][N:20]([CH2:36][C@H:34]([OH:35])[C:25]3[C:24]([CH3:23])=[C:32]4[C:28](=[CH:27][CH:26]=3)[C:29](=[O:33])[O:30][CH2:31]4)[CH2:19][CH2:18]2)=[O:15])=[N:6][CH:5]=1)#[N:3], predict the reactants needed to synthesize it. The reactants are: Cl.[C:2]([C:4]1[C:13]2[C:8](=[CH:9][CH:10]=[CH:11][CH:12]=2)[C:7]([C:14]([NH:16][CH:17]2[CH2:22][CH2:21][NH:20][CH2:19][CH2:18]2)=[O:15])=[N:6][CH:5]=1)#[N:3].[CH3:23][C:24]1[C:32]2[CH2:31][O:30][C:29](=[O:33])[C:28]=2[CH:27]=[CH:26][C:25]=1[C@@H:34]1[CH2:36][O:35]1. (2) Given the product [CH3:17][C:16]1[C:11]2[C:10](=[O:24])[CH:9]=[C:8]([C:5]3[CH:6]=[CH:7][C:2]([N:28]4[CH2:27][CH2:26][N:25]([C:31]([O:33][C:34]([CH3:37])([CH3:36])[CH3:35])=[O:32])[CH2:30][CH2:29]4)=[CH:3][CH:4]=3)[NH:13][C:12]=2[N:14]([C:18]2[CH:23]=[CH:22][CH:21]=[CH:20][CH:19]=2)[N:15]=1, predict the reactants needed to synthesize it. The reactants are: Br[C:2]1[CH:7]=[CH:6][C:5]([C:8]2[NH:13][C:12]3[N:14]([C:18]4[CH:23]=[CH:22][CH:21]=[CH:20][CH:19]=4)[N:15]=[C:16]([CH3:17])[C:11]=3[C:10](=[O:24])[CH:9]=2)=[CH:4][CH:3]=1.[N:25]1([C:31]([O:33][C:34]([CH3:37])([CH3:36])[CH3:35])=[O:32])[CH2:30][CH2:29][NH:28][CH2:27][CH2:26]1.C1C=CC(P(C2C(C3C(P(C4C=CC=CC=4)C4C=CC=CC=4)=CC=C4C=3C=CC=C4)=C3C(C=CC=C3)=CC=2)C2C=CC=CC=2)=CC=1.C([O-])([O-])=O.[Cs+].[Cs+].